This data is from Peptide-MHC class I binding affinity with 185,985 pairs from IEDB/IMGT. The task is: Regression. Given a peptide amino acid sequence and an MHC pseudo amino acid sequence, predict their binding affinity value. This is MHC class I binding data. (1) The peptide sequence is FQPQNGQFH. The MHC is H-2-Db with pseudo-sequence H-2-Db. The binding affinity (normalized) is 0.110. (2) The peptide sequence is AVFDRKSDAK. The binding affinity (normalized) is 0.242. The MHC is HLA-A31:01 with pseudo-sequence HLA-A31:01. (3) The peptide sequence is KLFKRERDAI. The MHC is HLA-A02:06 with pseudo-sequence HLA-A02:06. The binding affinity (normalized) is 0.116. (4) The peptide sequence is FLLNKEMYLK. The MHC is HLA-A31:01 with pseudo-sequence HLA-A31:01. The binding affinity (normalized) is 0.294. (5) The peptide sequence is PYCNYTRFW. The MHC is HLA-A23:01 with pseudo-sequence HLA-A23:01. The binding affinity (normalized) is 0.347. (6) The peptide sequence is KYLFSPNML. The MHC is HLA-A24:02 with pseudo-sequence HLA-A24:02. The binding affinity (normalized) is 0.711.